From a dataset of Reaction yield outcomes from USPTO patents with 853,638 reactions. Predict the reaction yield, written as a fraction of the theoretical maximum amount of product (1.0 means a 100% yield; for example, 0.34 means a 34% yield). (1) The reactants are [N:1]1[C:10]2[C:5](=[CH:6][C:7]([CH2:11][C:12]3[N:16]4[N:17]=[C:18]([C:21](=O)[CH3:22])[CH:19]=[CH:20][C:15]4=[N:14][N:13]=3)=[CH:8][CH:9]=2)[CH:4]=[CH:3][CH:2]=1.[CH3:24][O:25][NH2:26]. The catalyst is CO. The product is [CH3:24][O:25]/[N:26]=[C:21](/[C:18]1[CH:19]=[CH:20][C:15]2[N:16]([C:12]([CH2:11][C:7]3[CH:6]=[C:5]4[C:10](=[CH:9][CH:8]=3)[N:1]=[CH:2][CH:3]=[CH:4]4)=[N:13][N:14]=2)[N:17]=1)\[CH3:22]. The yield is 0.608. (2) The catalyst is O1CCOCC1.C(OCC)(=O)C. The yield is 0.890. The product is [C:1]([C:5]1[CH:22]=[CH:21][C:8]([C:9]([NH:11][C:12]2[CH:16]=[CH:15][S:14][C:13]=2[C:17]([OH:19])=[O:18])=[O:10])=[CH:7][CH:6]=1)([CH3:4])([CH3:2])[CH3:3]. The reactants are [C:1]([C:5]1[CH:22]=[CH:21][C:8]([C:9]([NH:11][C:12]2[CH:16]=[CH:15][S:14][C:13]=2[C:17]([O:19]C)=[O:18])=[O:10])=[CH:7][CH:6]=1)([CH3:4])([CH3:3])[CH3:2].[OH-].[Na+].Cl. (3) The reactants are C([O:3][C:4]([C:6]1[S:14][C:13]2[CH2:12][CH2:11][S:10][CH2:9][C:8]=2[CH:7]=1)=O)C.[H-].[H-].[H-].[H-].[Li+].[Al+3]. The catalyst is C1COCC1.C(Cl)Cl.[O-2].[O-2].[Mn+4]. The product is [S:14]1[C:13]2[CH2:12][CH2:11][S:10][CH2:9][C:8]=2[CH:7]=[C:6]1[CH:4]=[O:3]. The yield is 0.360. (4) The yield is 0.820. The product is [CH2:32]([C:31]1[N:7]=[C:2]([CH2:3][CH2:4][CH3:5])[NH:6][C:27](=[O:28])[C:26]=1[CH2:25][C:22]1[CH:21]=[CH:20][C:19]([C:14]2[C:13]([C:11]#[N:12])=[CH:18][CH:17]=[CH:16][CH:15]=2)=[CH:24][CH:23]=1)[CH2:33][CH2:34][CH3:35]. The reactants are Cl.[C:2](=[NH:7])([NH2:6])[CH2:3][CH2:4][CH3:5].C[O-].[Na+].[C:11]([C:13]1[CH:18]=[CH:17][CH:16]=[CH:15][C:14]=1[C:19]1[CH:24]=[CH:23][C:22]([CH2:25][CH:26]([C:31](=O)[CH2:32][CH2:33][CH2:34][CH3:35])[C:27](OC)=[O:28])=[CH:21][CH:20]=1)#[N:12]. The catalyst is CO.